Dataset: Full USPTO retrosynthesis dataset with 1.9M reactions from patents (1976-2016). Task: Predict the reactants needed to synthesize the given product. (1) Given the product [NH2:36][C:31]1[CH:32]=[CH:33][CH:34]=[CH:35][C:30]=1[NH:29][C:28]([C:25]1[CH:24]=[CH:23][C:22]([NH:21][C:17]2[N:16]=[C:15]([C:11]3[N:8]4[CH:9]=[CH:10][C:5]([C:3]([OH:4])=[O:2])=[CH:6][C:7]4=[N:13][C:12]=3[CH3:14])[CH:20]=[CH:19][N:18]=2)=[CH:27][CH:26]=1)=[O:37], predict the reactants needed to synthesize it. The reactants are: C[O:2][C:3]([C:5]1[CH:10]=[CH:9][N:8]2[C:11]([C:15]3[CH:20]=[CH:19][N:18]=[C:17]([NH:21][C:22]4[CH:27]=[CH:26][C:25]([C:28](=[O:37])[NH:29][C:30]5[CH:35]=[CH:34][CH:33]=[CH:32][C:31]=5[NH2:36])=[CH:24][CH:23]=4)[N:16]=3)=[C:12]([CH3:14])[N:13]=[C:7]2[CH:6]=1)=[O:4].[OH-].[Na+]. (2) Given the product [CH3:3][N:2]([CH2:4][C@H:5]1[CH2:14][C:13]2[CH:12]=[C:11]([NH2:15])[CH:10]=[CH:9][C:8]=2[CH2:7][CH2:6]1)[CH3:1].[CH3:3][N:2]([CH2:4][C@@H:5]1[CH2:14][C:13]2[CH:12]=[C:11]([NH2:15])[CH:10]=[CH:9][C:8]=2[CH2:7][CH2:6]1)[CH3:1], predict the reactants needed to synthesize it. The reactants are: [CH3:1][N:2]([CH2:4][CH:5]1[CH2:14][C:13]2[CH:12]=[C:11]([NH2:15])[CH:10]=[CH:9][C:8]=2[CH2:7][CH2:6]1)[CH3:3].CCCCCC.C(O)(C)C.C(NCC)C. (3) Given the product [CH3:8][S:9]([O:24][C@H:21]1[CH2:22][CH2:23][N:19]([CH2:18][C:17]2[CH:16]=[CH:15][C:14]([Cl:13])=[CH:27][CH:26]=2)[C:20]1=[O:25])(=[O:11])=[O:10], predict the reactants needed to synthesize it. The reactants are: C(N(CC)CC)C.[CH3:8][S:9](Cl)(=[O:11])=[O:10].[Cl:13][C:14]1[CH:27]=[CH:26][C:17]([CH2:18][N:19]2[CH2:23][CH2:22][C@H:21]([OH:24])[C:20]2=[O:25])=[CH:16][CH:15]=1. (4) The reactants are: [F:1][C:2]1[CH:3]=[CH:4][C:5]2[NH:9][C:8](=[O:10])[N:7]([CH:11]3[CH2:16][CH2:15][N:14]([C:17]4([CH3:29])[CH2:21][CH2:20][N:19]([C:22]([O:24][C:25](C)(C)[CH3:26])=[O:23])[CH2:18]4)[CH2:13][CH2:12]3)[C:6]=2[CH:30]=1.C(Cl)(=O)OCC. Given the product [F:1][C:2]1[CH:3]=[CH:4][C:5]2[NH:9][C:8](=[O:10])[N:7]([CH:11]3[CH2:12][CH2:13][N:14]([C:17]4([CH3:29])[CH2:21][CH2:20][N:19]([C:22]([O:24][CH2:25][CH3:26])=[O:23])[CH2:18]4)[CH2:15][CH2:16]3)[C:6]=2[CH:30]=1, predict the reactants needed to synthesize it. (5) Given the product [CH:1]1([C:4]([CH:8]2[CH2:10][CH2:9]2)([OH:7])[C:5]2[N:13]=[N:12][N:11]([CH2:14][C:15]3[CH:24]=[C:23]4[C:18]([C:19]([C:26]5[CH:31]=[CH:30][CH:29]=[C:28]([F:32])[CH:27]=5)=[CH:20][C:21](=[O:25])[O:22]4)=[CH:17][CH:16]=3)[CH:6]=2)[CH2:3][CH2:2]1, predict the reactants needed to synthesize it. The reactants are: [CH:1]1([C:4]([CH:8]2[CH2:10][CH2:9]2)([OH:7])[C:5]#[CH:6])[CH2:3][CH2:2]1.[N:11]([CH2:14][C:15]1[CH:24]=[C:23]2[C:18]([C:19]([C:26]3[CH:31]=[CH:30][CH:29]=[C:28]([F:32])[CH:27]=3)=[CH:20][C:21](=[O:25])[O:22]2)=[CH:17][CH:16]=1)=[N+:12]=[N-:13]. (6) Given the product [Br:18][CH2:1][C:2]1[CH:7]=[CH:6][CH:5]=[C:4]([CH3:8])[C:3]=1[B:9]1[O:10][C:11]([CH3:17])([CH3:16])[C:12]([CH3:15])([CH3:14])[O:13]1, predict the reactants needed to synthesize it. The reactants are: [CH3:1][C:2]1[CH:7]=[CH:6][CH:5]=[C:4]([CH3:8])[C:3]=1[B:9]1[O:13][C:12]([CH3:15])([CH3:14])[C:11]([CH3:17])([CH3:16])[O:10]1.[Br:18]N1C(=O)CCC1=O.CC(N=NC(C#N)(C)C)(C#N)C. (7) Given the product [CH3:11][CH:12]1[NH:13][CH:14]([CH3:18])[CH2:15][N:16]([C:2]2[CH:7]=[CH:6][C:5]([N+:8]([O-:10])=[O:9])=[CH:4][CH:3]=2)[CH2:17]1, predict the reactants needed to synthesize it. The reactants are: F[C:2]1[CH:7]=[CH:6][C:5]([N+:8]([O-:10])=[O:9])=[CH:4][CH:3]=1.[CH3:11][CH:12]1[CH2:17][NH:16][CH2:15][CH:14]([CH3:18])[NH:13]1. (8) Given the product [Br:1][C:2]1[CH:3]=[C:4]2[C:10]([C:11]3[CH:16]=[CH:15][C:14]([O:17][S:24]([C:21]4[CH:22]=[CH:23][C:18]([CH3:28])=[CH:19][CH:20]=4)(=[O:26])=[O:25])=[CH:13][CH:12]=3)=[CH:9][N:8]([S:24]([C:21]3[CH:45]=[CH:46][C:47]([CH3:48])=[CH:19][CH:20]=3)(=[O:31])=[O:29])[C:5]2=[N:6][CH:7]=1, predict the reactants needed to synthesize it. The reactants are: [Br:1][C:2]1[CH:3]=[C:4]2[C:10]([C:11]3[CH:16]=[CH:15][C:14]([OH:17])=[CH:13][CH:12]=3)=[CH:9][NH:8][C:5]2=[N:6][CH:7]=1.[C:18]1([CH3:28])[CH:23]=[CH:22][C:21]([S:24](Cl)(=[O:26])=[O:25])=[CH:20][CH:19]=1.[OH-:29].[K+].[OH-:31].C([N+]([CH2:45][CH2:46][CH2:47][CH3:48])(CCCC)CCCC)CCC.